Dataset: Forward reaction prediction with 1.9M reactions from USPTO patents (1976-2016). Task: Predict the product of the given reaction. (1) Given the reactants [NH:1]1[C:9]2[C:4](=[CH:5][C:6](N)=[CH:7][CH:8]=2)[CH:3]=[N:2]1.Cl.N([O-])=O.[Na+].C([O-])([O-])=O.[Na+].[Na+].[C-]#N.[Na+].[C:25]([Cu])#[N:26], predict the reaction product. The product is: [NH:1]1[C:9]2[C:4](=[CH:5][C:6]([C:25]#[N:26])=[CH:7][CH:8]=2)[CH:3]=[N:2]1. (2) Given the reactants Br[C:2]1[CH:7]=[CH:6][C:5]([C:8]2[NH:12][C:11]([C@@H:13]3[CH2:17][C@@H:16]([F:18])[CH2:15][N:14]3[C:19](=[O:29])[C@@H:20]([NH:24][C:25](=[O:28])[O:26][CH3:27])[CH:21]([CH3:23])[CH3:22])=[N:10][CH:9]=2)=[CH:4][CH:3]=1.[CH3:30][C:31]1([CH3:47])[C:35]([CH3:37])([CH3:36])[O:34][B:33]([B:33]2[O:34][C:35]([CH3:37])([CH3:36])[C:31]([CH3:47])([CH3:30])[O:32]2)[O:32]1.C([O-])(=O)C.[K+], predict the reaction product. The product is: [F:18][C@H:16]1[CH2:15][N:14]([C:19](=[O:29])[C@@H:20]([NH:24][C:25](=[O:28])[O:26][CH3:27])[CH:21]([CH3:23])[CH3:22])[C@H:13]([C:11]2[NH:12][C:8]([C:5]3[CH:6]=[CH:7][C:2]([B:33]4[O:34][C:35]([CH3:37])([CH3:36])[C:31]([CH3:47])([CH3:30])[O:32]4)=[CH:3][CH:4]=3)=[CH:9][N:10]=2)[CH2:17]1. (3) Given the reactants C=C[C@@H]1[C@@H]2C[C@@H]([C@H:11]([OH:22])C3C4C(=CC=CC=4)N=CC=3)N(CC2)C1.[C:23]1([C:31]2[CH:36]=[CH:35][CH:34]=[CH:33][CH:32]=2)[CH:28]=[CH:27][C:26]([CH:29]=[O:30])=[CH:25][CH:24]=1.ClC1C=CC(C2C=CC(C=[O:51])=CC=2)=CC=1.[CH3:52][CH2:53][OH:54], predict the reaction product. The product is: [C:23]1([C:31]2[CH:32]=[CH:33][CH:34]=[CH:35][CH:36]=2)[CH:24]=[CH:25][C:26]([CH:29]2[O:30][C:53](=[O:54])[C:52]([OH:51])=[C:11]2[OH:22])=[CH:27][CH:28]=1. (4) Given the reactants [CH2:1]([N:4]1[C:13](=[O:14])[C:12]([O:15][CH3:16])=[C:11]2[C:6]([CH2:7][CH2:8][N:9]([CH2:18][C:19]3[CH:24]=[CH:23][C:22]([F:25])=[C:21]([Cl:26])[CH:20]=3)[C:10]2=[O:17])=[C:5]1[C:27]([O:29]C)=[O:28])[CH:2]=[CH2:3].C[N+]1([O-])CC[O:35]CC1.O, predict the reaction product. The product is: [Cl:26][C:21]1[CH:20]=[C:19]([CH:24]=[CH:23][C:22]=1[F:25])[CH2:18][N:9]1[CH2:8][CH2:7][C:6]2[C:11](=[C:12]([O:15][CH3:16])[C:13](=[O:14])[N:4]3[CH2:1][CH:2]([CH2:3][OH:35])[O:29][C:27](=[O:28])[C:5]3=2)[C:10]1=[O:17]. (5) Given the reactants [NH:1]1[C:9]2[CH2:8][CH2:7][NH:6][C:5](=[O:10])[C:4]=2[CH:3]=[CH:2]1.[I:11]N1C(=O)CCC1=O, predict the reaction product. The product is: [I:11][C:2]1[NH:1][C:9]2[CH2:8][CH2:7][NH:6][C:5](=[O:10])[C:4]=2[CH:3]=1. (6) Given the reactants ClC1C=CC=CC=1SCC[CH2:11][CH2:12][CH2:13][CH2:14][CH2:15][C:16]([OH:18])=[O:17].[Cl:19][C:20]1[CH:21]=[C:22]([SH:26])[CH:23]=[CH:24][CH:25]=1.BrCCCCCC(OCC)=O.[OH-].[K+], predict the reaction product. The product is: [Cl:19][C:20]1[CH:21]=[C:22]([S:26][CH2:11][CH2:12][CH2:13][CH2:14][CH2:15][C:16]([OH:18])=[O:17])[CH:23]=[CH:24][CH:25]=1. (7) Given the reactants C1(C2C=CC(C[NH:9][CH2:10][CH2:11][C:12]3[CH:17]=[CH:16][C:15](F)=[C:14]([C:19]([F:22])([F:21])[F:20])[CH:13]=3)=CC=2)CC1.[CH3:25][C:26]([C:30]1[CH:37]=[CH:36][C:33]([CH:34]=O)=[CH:32][CH:31]=1)([CH3:29])[CH2:27][CH3:28].FC(F)(F)C1C=C(CCN)C=CC=1.[BH4-].[Na+], predict the reaction product. The product is: [CH3:25][C:26]([C:30]1[CH:37]=[CH:36][C:33]([CH2:34][NH:9][CH2:10][CH2:11][C:12]2[CH:17]=[CH:16][CH:15]=[C:14]([C:19]([F:20])([F:21])[F:22])[CH:13]=2)=[CH:32][CH:31]=1)([CH3:29])[CH2:27][CH3:28].